From a dataset of Catalyst prediction with 721,799 reactions and 888 catalyst types from USPTO. Predict which catalyst facilitates the given reaction. (1) Reactant: C[O:2][C:3]1[N:8]=[CH:7][C:6]([NH:9][C:10]2[C:11]3[CH:18]=[C:17]([C:19]4[CH:24]=[CH:23][C:22]([CH2:25][N:26]5[CH2:31][CH2:30][O:29][CH2:28][CH2:27]5)=[CH:21][CH:20]=4)[NH:16][C:12]=3[N:13]=[CH:14][N:15]=2)=[CH:5][CH:4]=1.C(Cl)(Cl)Cl.C([O-])(O)=O.[Na+]. Product: [N:26]1([CH2:25][C:22]2[CH:21]=[CH:20][C:19]([C:17]3[NH:16][C:12]4[N:13]=[CH:14][N:15]=[C:10]([NH:9][C:6]5[CH:5]=[CH:4][C:3](=[O:2])[NH:8][CH:7]=5)[C:11]=4[CH:18]=3)=[CH:24][CH:23]=2)[CH2:27][CH2:28][O:29][CH2:30][CH2:31]1. The catalyst class is: 25. (2) Product: [C:11]([C:5]1[C:4]2[C:8](=[CH:9][CH:10]=[C:2]([B:25]([OH:26])[OH:24])[CH:3]=2)[NH:7][CH:6]=1)#[N:12]. The catalyst class is: 1. Reactant: Br[C:2]1[CH:3]=[C:4]2[C:8](=[CH:9][CH:10]=1)[NH:7][CH:6]=[C:5]2[C:11]#[N:12].[H-].[K+].C([Li])CCC.C([O:24][B:25](OCCCC)[O:26]CCCC)CCC. (3) Reactant: [F:1][C:2]1[CH:3]=[C:4]([CH:16]=[CH:17][CH:18]=1)[CH2:5][O:6][CH2:7][C:8]1ON=[C:10]([C:13](O)=O)[CH:9]=1.C([N:21]([CH2:24][CH3:25])[CH2:22]C)C.Cl.C(N=C=NCCCN(C)C)C.[OH:38][N:39]1C2C=CC=CC=2N=N1.[O:48]1[CH2:52][CH2:51]C(CN)[CH2:49]1.[OH2:55]. Product: [O:48]1[CH2:52][CH2:51][CH:25]([CH2:24][NH:21][C:22]([C:13]2[CH:10]=[C:9]([CH2:8][CH2:7][O:6][CH2:5][C:4]3[CH:16]=[CH:17][CH:18]=[C:2]([F:1])[CH:3]=3)[O:38][N:39]=2)=[O:55])[CH2:49]1. The catalyst class is: 22. (4) Reactant: [CH2:1]([C@H:8]1[CH2:12][O:11][C:10](=[O:13])[N:9]1[C:14](=[O:27])[CH2:15][O:16][C:17]1[CH:22]=[CH:21][C:20]([C:23]([CH3:26])([CH3:25])[CH3:24])=[CH:19][CH:18]=1)[C:2]1[CH:7]=[CH:6][CH:5]=[CH:4][CH:3]=1.[O-]S(C(F)(F)F)(=O)=O.C([B+]CCCC)CCC.[CH2:45]([O:52][C:53]1[CH:60]=[CH:59][C:56]([CH:57]=[O:58])=[CH:55][CH:54]=1)[C:46]1[CH:51]=[CH:50][CH:49]=[CH:48][CH:47]=1. Product: [CH2:1]([C@H:8]1[CH2:12][O:11][C:10](=[O:13])[N:9]1[C:14](=[O:27])[C@@H:15]([O:16][C:17]1[CH:22]=[CH:21][C:20]([C:23]([CH3:24])([CH3:26])[CH3:25])=[CH:19][CH:18]=1)[C@@H:57]([C:56]1[CH:59]=[CH:60][C:53]([O:52][CH2:45][C:46]2[CH:51]=[CH:50][CH:49]=[CH:48][CH:47]=2)=[CH:54][CH:55]=1)[OH:58])[C:2]1[CH:7]=[CH:6][CH:5]=[CH:4][CH:3]=1. The catalyst class is: 236. (5) Reactant: [NH2:1][CH2:2][C:3]1[CH:4]=[CH:5][C:6]([NH:25][C:26]([O:28][C:29]([CH3:32])([CH3:31])[CH3:30])=[O:27])=[C:7]([CH2:9][CH2:10][C:11]2[CH:12]=[C:13]([NH:17][C:18](=[O:24])[O:19][C:20]([CH3:23])([CH3:22])[CH3:21])[CH:14]=[N:15][CH:16]=2)[CH:8]=1.[Cl:33][C:34]1[N:39]=[C:38](Cl)[C:37]([Cl:41])=[CH:36][N:35]=1.C(=O)([O-])[O-].[K+].[K+]. Product: [C:29]([O:28][C:26]([NH:25][C:6]1[CH:5]=[CH:4][C:3]([CH2:2][NH:1][C:36]2[C:37]([Cl:41])=[CH:38][N:39]=[C:34]([Cl:33])[N:35]=2)=[CH:8][C:7]=1[CH2:9][CH2:10][C:11]1[CH:12]=[C:13]([NH:17][C:18](=[O:24])[O:19][C:20]([CH3:23])([CH3:21])[CH3:22])[CH:14]=[N:15][CH:16]=1)=[O:27])([CH3:32])([CH3:31])[CH3:30]. The catalyst class is: 9. (6) Reactant: [CH2:1]([C:6]1[CH:7]=[C:8]2[C:13](=[C:14]([O:16][CH:17]3[CH2:22][CH2:21][N:20]([CH2:23][CH2:24][CH2:25][NH2:26])[CH2:19][CH2:18]3)[CH:15]=1)[N:12]=[CH:11][CH:10]=[CH:9]2)[CH2:2][CH2:3][CH2:4][CH3:5].C(N(CC)CC)C.[CH3:34][C:35]([CH3:40])([CH3:39])[C:36]([Cl:38])=[O:37].C([O-])=O. Product: [ClH:38].[ClH:38].[CH3:34][C:35]([CH3:40])([CH3:39])[C:36]([NH:26][CH2:25][CH2:24][CH2:23][N:20]1[CH2:19][CH2:18][CH:17]([O:16][C:14]2[CH:15]=[C:6]([CH2:1][CH2:2][CH2:3][CH2:4][CH3:5])[CH:7]=[C:8]3[C:13]=2[N:12]=[CH:11][CH:10]=[CH:9]3)[CH2:22][CH2:21]1)=[O:37]. The catalyst class is: 2. (7) Product: [Cl:1][C:2]1[C:6]([N+:8]([O-:10])=[O:9])=[CH:5][N:4]([CH3:7])[N:3]=1. The catalyst class is: 65. Reactant: [Cl:1][C:2]1[CH:6]=[CH:5][N:4]([CH3:7])[N:3]=1.[N+:8]([O-])([OH:10])=[O:9]. (8) Reactant: [CH3:1][C:2]1[N:3]=[N:4][N:5]([C:7]([C:20]2[CH:25]=[CH:24][CH:23]=[CH:22][CH:21]=2)([C:14]2[CH:19]=[CH:18][CH:17]=[CH:16][CH:15]=2)[C:8]2[CH:13]=[CH:12][CH:11]=[CH:10][CH:9]=2)[N:6]=1.[Li]CCCC.[C:31]([C:34]1[CH:39]=[CH:38][C:37]([S:40]([N:43]([C:48]2[CH:53]=[CH:52][C:51]([CH3:54])=[CH:50][C:49]=2[CH3:55])[CH2:44][CH:45]([CH3:47])[CH3:46])(=[O:42])=[O:41])=[CH:36][CH:35]=1)(=[O:33])[CH3:32]. Product: [CH3:55][C:49]1[CH:50]=[C:51]([CH3:54])[CH:52]=[CH:53][C:48]=1[N:43]([CH2:44][CH:45]([CH3:47])[CH3:46])[S:40]([C:37]1[CH:38]=[CH:39][C:34]([C:31]([OH:33])([CH3:32])[CH2:1][C:2]2[N:3]=[N:4][N:5]([C:7]([C:8]3[CH:13]=[CH:12][CH:11]=[CH:10][CH:9]=3)([C:14]3[CH:15]=[CH:16][CH:17]=[CH:18][CH:19]=3)[C:20]3[CH:25]=[CH:24][CH:23]=[CH:22][CH:21]=3)[N:6]=2)=[CH:35][CH:36]=1)(=[O:42])=[O:41]. The catalyst class is: 7. (9) Reactant: Cl[C:2]1[N:11]=[C:10]([NH:12][CH2:13][CH:14]([C:21]2[CH:26]=[CH:25][CH:24]=[CH:23][CH:22]=2)[C:15]2[CH:20]=[CH:19][CH:18]=[CH:17][CH:16]=2)[C:9]2[C:4](=[CH:5][CH:6]=[CH:7][CH:8]=2)[N:3]=1.[CH2:27]1[C:32]2[NH:33][C:34]3[C:39]([C:31]=2[CH2:30][CH2:29][NH:28]1)=[CH:38][CH:37]=[CH:36][CH:35]=3.C(Cl)(Cl)Cl.CO. Product: [CH2:27]1[C:32]2[NH:33][C:34]3[C:39]([C:31]=2[CH2:30][CH2:29][N:28]1[C:2]1[N:11]=[C:10]([NH:12][CH2:13][CH:14]([C:21]2[CH:26]=[CH:25][CH:24]=[CH:23][CH:22]=2)[C:15]2[CH:16]=[CH:17][CH:18]=[CH:19][CH:20]=2)[C:9]2[C:4](=[CH:5][CH:6]=[CH:7][CH:8]=2)[N:3]=1)=[CH:38][CH:37]=[CH:36][CH:35]=3. The catalyst class is: 8.